This data is from Full USPTO retrosynthesis dataset with 1.9M reactions from patents (1976-2016). The task is: Predict the reactants needed to synthesize the given product. (1) Given the product [ClH:34].[CH3:33][N:2]([CH3:1])[C:3]1([C:26]2[CH:27]=[CH:28][C:29]([F:32])=[CH:30][CH:31]=2)[CH2:8][CH2:7][CH:6]([CH2:9][C:10]([N:12]2[CH2:16][CH2:15][CH:14]([C:17]3[C:25]4[C:20](=[CH:21][CH:22]=[CH:23][CH:24]=4)[NH:19][CH:18]=3)[CH2:13]2)=[O:11])[CH2:5][CH2:4]1, predict the reactants needed to synthesize it. The reactants are: [CH3:1][N:2]([CH3:33])[C:3]1([C:26]2[CH:31]=[CH:30][C:29]([F:32])=[CH:28][CH:27]=2)[CH2:8][CH2:7][CH:6]([CH2:9][C:10]([N:12]2[CH2:16][CH2:15][CH:14]([C:17]3[C:25]4[C:20](=[CH:21][CH:22]=[CH:23][CH:24]=4)[NH:19][CH:18]=3)[CH2:13]2)=[O:11])[CH2:5][CH2:4]1.[Cl:34][Si](C)(C)C. (2) Given the product [Br:32][CH2:10][C:3]1[C:2]([CH3:1])=[C:7]([CH3:8])[C:6]([CH3:9])=[CH:5][N:4]=1, predict the reactants needed to synthesize it. The reactants are: [CH3:1][C:2]1[C:3]([CH2:10]O)=[N:4][CH:5]=[C:6]([CH3:9])[C:7]=1[CH3:8].C1(P(C2C=CC=CC=2)C2C=CC=CC=2)C=CC=CC=1.C(Br)(Br)(Br)[Br:32].